Task: Binary Classification. Given a drug SMILES string, predict its activity (active/inactive) in a high-throughput screening assay against a specified biological target.. Dataset: Cav3 T-type calcium channel HTS with 100,875 compounds (1) The molecule is O=C1N(C(=O)C2C1C(NC2c1cc(OC)c(OC)cc1)(CCC)C(OC)=O)c1cc2OCOc2cc1. The result is 0 (inactive). (2) The compound is FC(F)(F)C1(N=C(Nc2n(Cc3occc3)c(=O)[nH]c(=O)c12)CCc1ccccc1)C(F)(F)F. The result is 0 (inactive). (3) The compound is S(=O)(=O)(Nc1cc(OC)ccc1)c1cc2n(CC)c(=O)c(=O)n(c2cc1)CC. The result is 0 (inactive). (4) The compound is O1c2cc(CN3CCN(C(c4n(nnn4)C(CC)(C)C)c4ccc(cc4)C)CC3)ccc2OC1. The result is 1 (active). (5) The molecule is n1(nc(cc1C)C)c1nc(N(C)C)nc(N(C)C)n1. The result is 0 (inactive). (6) The molecule is s1c(C(=O)Nn2c(CCC(O)=O)ccc2c2ccc(OC)cc2)ccc1. The result is 0 (inactive).